This data is from Forward reaction prediction with 1.9M reactions from USPTO patents (1976-2016). The task is: Predict the product of the given reaction. (1) Given the reactants Cl[C:2]1[CH:11]=[CH:10][C:9]2[C:4](=[C:5]([C:13]3[NH:21][C:20]4[CH2:19][CH2:18][NH:17][C:16](=[O:22])[C:15]=4[CH:14]=3)[C:6]([F:12])=[CH:7][CH:8]=2)[N:3]=1.CC(C1C=C(C(C)C)C(C2C=CC=CC=2P(C2CCCCC2)C2CCCCC2)=C(C(C)C)C=1)C.[O-]P([O-])([O-])=O.[K+].[K+].[K+].[CH3:65][N:66]1[CH:70]=[C:69](B2OC(C)(C)C(C)(C)O2)[CH:68]=[N:67]1, predict the reaction product. The product is: [F:12][C:6]1[C:5]([C:13]2[NH:21][C:20]3[CH2:19][CH2:18][NH:17][C:16](=[O:22])[C:15]=3[CH:14]=2)=[C:4]2[C:9]([CH:10]=[CH:11][C:2]([C:69]3[CH:68]=[N:67][N:66]([CH3:65])[CH:70]=3)=[N:3]2)=[CH:8][CH:7]=1. (2) Given the reactants [CH3:1][O:2][C:3]([C@H:5]1[C@H:10](OS(C)(=O)=O)[CH2:9][CH2:8][C:7]2([CH2:20][CH2:19][CH2:18][CH2:17][CH2:16]2)[CH2:6]1)=[O:4].N12CCCN=C1CCCCC2.Cl, predict the reaction product. The product is: [CH3:1][O:2][C:3]([C:5]1[CH2:6][C:7]2([CH2:20][CH2:19][CH2:18][CH2:17][CH2:16]2)[CH2:8][CH2:9][CH:10]=1)=[O:4].